Regression. Given a peptide amino acid sequence and an MHC pseudo amino acid sequence, predict their binding affinity value. This is MHC class II binding data. From a dataset of Peptide-MHC class II binding affinity with 134,281 pairs from IEDB. (1) The peptide sequence is KFWELVDEERKLHQQ. The binding affinity (normalized) is 0.176. The MHC is DRB1_0901 with pseudo-sequence DRB1_0901. (2) The peptide sequence is SQVHIRRPGGAGRDG. The MHC is DRB5_0101 with pseudo-sequence DRB5_0101. The binding affinity (normalized) is 0.122. (3) The peptide sequence is MKVVNRWLFRHLARE. The MHC is DRB1_1101 with pseudo-sequence DRB1_1101. The binding affinity (normalized) is 0.851. (4) The peptide sequence is IVLASAALGPLIEGN. The MHC is DRB1_0301 with pseudo-sequence DRB1_0301. The binding affinity (normalized) is 0.428. (5) The peptide sequence is YSSVNDRLVSFDSTK. The MHC is DRB1_0101 with pseudo-sequence DRB1_0101. The binding affinity (normalized) is 0.412. (6) The MHC is DRB1_1001 with pseudo-sequence DRB1_1001. The peptide sequence is AFKVAATAFNAAPAN. The binding affinity (normalized) is 0.878. (7) The peptide sequence is NSYSGVEGEGLHKLGYI. The MHC is DRB3_0101 with pseudo-sequence DRB3_0101. The binding affinity (normalized) is 0.261. (8) The MHC is HLA-DPA10301-DPB10402 with pseudo-sequence HLA-DPA10301-DPB10402. The peptide sequence is NAGFKAALAAAAGVP. The binding affinity (normalized) is 0.483. (9) The peptide sequence is FKVAATAAATAPADDKFTVF. The MHC is DRB1_1201 with pseudo-sequence DRB1_1201. The binding affinity (normalized) is 0.410.